Predict the reaction yield, written as a fraction of the theoretical maximum amount of product (1.0 means a 100% yield; for example, 0.34 means a 34% yield). From a dataset of Reaction yield outcomes from USPTO patents with 853,638 reactions. (1) The reactants are C(OC(=O)[NH:7][CH2:8][CH2:9][NH:10][C:11]([CH:13]1[CH2:18][CH2:17][N:16]([C:19]2[CH:24]=[CH:23][C:22](=[O:25])[N:21]([CH3:26])[N:20]=2)[CH2:15][CH2:14]1)=[O:12])(C)(C)C.[ClH:28]. The catalyst is C(O)C. The product is [ClH:28].[NH2:7][CH2:8][CH2:9][NH:10][C:11]([CH:13]1[CH2:18][CH2:17][N:16]([C:19]2[CH:24]=[CH:23][C:22](=[O:25])[N:21]([CH3:26])[N:20]=2)[CH2:15][CH2:14]1)=[O:12]. The yield is 1.00. (2) The reactants are [CH3:1][C:2]1[C:3](=[O:14])[O:4][CH2:5][C@H:6]([C:8]2[CH:13]=[CH:12][CH:11]=[CH:10][CH:9]=2)[N:7]=1.[B-](F)(F)(F)[O+:16]1CCCC1.[CH2:24]([CH:26]([CH2:30][CH3:31])[CH2:27][Mg]Br)[CH3:25].O1CCCC1.C(O)(=O)C.[Cl-].[NH4+]. The catalyst is CC1CCCO1.O. The product is [CH2:24]([CH:26]([CH2:30][CH3:31])[CH2:27][C:2]([NH:7][CH:6]([C:8]1[CH:13]=[CH:12][CH:11]=[CH:10][CH:9]=1)[CH2:5][OH:4])([CH3:1])[C:3]([OH:14])=[O:16])[CH3:25]. The yield is 0.530.